This data is from Full USPTO retrosynthesis dataset with 1.9M reactions from patents (1976-2016). The task is: Predict the reactants needed to synthesize the given product. (1) The reactants are: [C:1]1([C:7]2([C:12]([OH:14])=O)[CH2:11][CH2:10]CC2)[CH:6]=[CH:5][CH:4]=[CH:3][CH:2]=1.[CH2:15]([N:22]1[CH2:26][C@@H:25]2[C@@H:27]([NH:30][CH3:31])[CH2:28][CH2:29][C@@H:24]2[CH2:23]1)[C:16]1[CH:21]=[CH:20][CH:19]=[CH:18][CH:17]=1.[CH2:32](N1C[C@H]2C(N)CC[C@H]2C1)C1C=CC=CC=1. Given the product [CH2:15]([N:22]1[CH2:26][C@@H:25]2[C@@H:27]([N:30]([CH3:31])[C:12](=[O:14])[CH:7]([C:1]3[CH:2]=[CH:3][CH:4]=[CH:5][CH:6]=3)[CH:11]([CH3:10])[CH3:32])[CH2:28][CH2:29][C@@H:24]2[CH2:23]1)[C:16]1[CH:17]=[CH:18][CH:19]=[CH:20][CH:21]=1, predict the reactants needed to synthesize it. (2) Given the product [C:16]1([CH:10]([C:4]2[CH:5]=[CH:6][CH:7]=[CH:8][CH:9]=2)[N:11]2[CH2:14][C:13]([CH3:1])([OH:15])[CH2:12]2)[CH:17]=[CH:18][CH:19]=[CH:20][CH:21]=1, predict the reactants needed to synthesize it. The reactants are: [CH3:1][Mg]I.[C:4]1([CH:10]([C:16]2[CH:21]=[CH:20][CH:19]=[CH:18][CH:17]=2)[N:11]2[CH2:14][C:13](=[O:15])[CH2:12]2)[CH:9]=[CH:8][CH:7]=[CH:6][CH:5]=1.